Dataset: Reaction yield outcomes from USPTO patents with 853,638 reactions. Task: Predict the reaction yield, written as a fraction of the theoretical maximum amount of product (1.0 means a 100% yield; for example, 0.34 means a 34% yield). (1) The product is [CH3:39][N:38]([CH3:40])[CH2:37][CH2:36][N:25]1[CH:26]=[C:22]([C:18]2[CH:17]=[CH:16][C:21]([NH:13][C:12]3[C:6]4[CH2:5][N:4]([C:1](=[O:3])[CH3:2])[CH2:9][CH2:8][C:7]=4[N:10]([CH3:30])[N:11]=3)=[CH:20][CH:19]=2)[CH:23]=[N:24]1. The yield is 0.340. The reactants are [C:1]([N:4]1[CH2:9][CH2:8][C:7]2[N:10]([CH:30]3CCOC3)[N:11]=[C:12]([N:13]3[C:21]4[C:16](=[CH:17][C:18]([C:22]5[C:23](C#N)=[N:24][N:25](C)[CH:26]=5)=[CH:19][CH:20]=4)CC3)[C:6]=2[CH2:5]1)(=[O:3])[CH3:2].Br[CH2:36][CH2:37][N:38]([CH3:40])[CH3:39].C([O-])([O-])=O.[Cs+].[Cs+]. The catalyst is CN(C=O)C. (2) The reactants are [Br:1][C:2]1[CH:3]=[C:4]2[C:8](=[CH:9][CH:10]=1)[NH:7][C:6](=[O:11])[CH2:5]2.[N:12]1([CH2:17][CH2:18][CH2:19][NH:20][C:21]([C:23]2[NH:24][C:25]([CH:32]=O)=[C:26]3[C:31]=2[CH2:30][CH2:29][CH2:28][CH2:27]3)=[O:22])[CH2:16][CH2:15][CH2:14][CH2:13]1. No catalyst specified. The product is [N:12]1([CH2:17][CH2:18][CH2:19][NH:20][C:21]([C:23]2[NH:24][C:25]([CH:32]=[C:5]3[C:4]4[C:8](=[CH:9][CH:10]=[C:2]([Br:1])[CH:3]=4)[NH:7][C:6]3=[O:11])=[C:26]3[C:31]=2[CH2:30][CH2:29][CH2:28][CH2:27]3)=[O:22])[CH2:16][CH2:15][CH2:14][CH2:13]1. The yield is 0.220. (3) The reactants are Br[C:2]1[CH:10]=[C:9]2[C:5]([CH2:6][C:7]3([CH2:16][CH2:15][C:14]([F:18])([F:17])[CH2:13][CH2:12]3)[C:8]2=[O:11])=[CH:4][CH:3]=1.[C:19]([C:21]1[CH:22]=[C:23](B(O)O)[CH:24]=[CH:25][CH:26]=1)#[N:20].C(=O)([O-])[O-].[Cs+].[Cs+]. The catalyst is O1CCOCC1.O.Cl[Pd](Cl)([P](C1C=CC=CC=1)(C1C=CC=CC=1)C1C=CC=CC=1)[P](C1C=CC=CC=1)(C1C=CC=CC=1)C1C=CC=CC=1. The product is [F:17][C:14]1([F:18])[CH2:15][CH2:16][C:7]2([CH2:6][C:5]3[C:9](=[CH:10][C:2]([C:25]4[CH:26]=[C:21]([CH:22]=[CH:23][CH:24]=4)[C:19]#[N:20])=[CH:3][CH:4]=3)[C:8]2=[O:11])[CH2:12][CH2:13]1. The yield is 0.800. (4) The reactants are C([O:5][N:6]([CH2:19][CH2:20][C:21]1[CH:26]=[CH:25][CH:24]=[CH:23][CH:22]=1)[C:7]([C:9]1[N:10]=[CH:11][C:12]2[C:17]([CH:18]=1)=[CH:16][CH:15]=[CH:14][CH:13]=2)=[O:8])(C)(C)C.C(O)(C)C. The catalyst is ClCCl.[Ti](Cl)(Cl)(Cl)Cl. The product is [OH:5][N:6]([CH2:19][CH2:20][C:21]1[CH:26]=[CH:25][CH:24]=[CH:23][CH:22]=1)[C:7]([C:9]1[N:10]=[CH:11][C:12]2[C:17]([CH:18]=1)=[CH:16][CH:15]=[CH:14][CH:13]=2)=[O:8]. The yield is 0.110. (5) The reactants are [C:1]([O:5][C:6]([NH:8][CH:9]([CH2:13][CH2:14][C:15]([F:18])([F:17])[F:16])[C:10](O)=[O:11])=[O:7])([CH3:4])([CH3:3])[CH3:2].CN1CCOCC1.ClC(OCC(C)C)=O.[BH4-].[Na+]. The catalyst is C1COCC1.O.C(OCC)(=O)C. The product is [F:16][C:15]([F:17])([F:18])[CH2:14][CH2:13][CH:9]([NH:8][C:6](=[O:7])[O:5][C:1]([CH3:2])([CH3:3])[CH3:4])[CH2:10][OH:11]. The yield is 0.840. (6) The reactants are [CH3:1][C:2]([CH3:7])([CH3:6])[C:3]([NH2:5])=[O:4].C(Cl)(=O)[C:9](Cl)=[O:10].[O:14]1[C:18]([C:19]2[CH:24]=[C:23]([O:25][C:26]3[CH:27]=[CH:28][C:29]([NH2:32])=[N:30][CH:31]=3)[CH:22]=[CH:21][N:20]=2)=[CH:17][N:16]=[CH:15]1.N1C=CC=CC=1. The catalyst is ClCCCl.O1CCOCC1. The product is [O:14]1[C:18]([C:19]2[CH:24]=[C:23]([O:25][C:26]3[CH:27]=[CH:28][C:29]([NH:32][C:9]([NH:5][C:3](=[O:4])[C:2]([CH3:7])([CH3:6])[CH3:1])=[O:10])=[N:30][CH:31]=3)[CH:22]=[CH:21][N:20]=2)=[CH:17][N:16]=[CH:15]1. The yield is 0.400.